Dataset: Catalyst prediction with 721,799 reactions and 888 catalyst types from USPTO. Task: Predict which catalyst facilitates the given reaction. Reactant: [CH2:1]([NH:8][C:9]([C@@H:11]1[C@@H:15]([CH3:16])[O:14]C(C)(C)[O:12]1)=[O:10])[C:2]1[CH:7]=[CH:6][CH:5]=[CH:4][CH:3]=1.Cl.[OH-].[Na+]. Product: [CH2:1]([NH:8][C:9](=[O:10])[C@@H:11]([OH:12])[C@H:15]([OH:14])[CH3:16])[C:2]1[CH:7]=[CH:6][CH:5]=[CH:4][CH:3]=1. The catalyst class is: 10.